The task is: Predict which catalyst facilitates the given reaction.. This data is from Catalyst prediction with 721,799 reactions and 888 catalyst types from USPTO. Reactant: [Si]([O:8][CH2:9][CH2:10][CH2:11][C:12]1[CH:17]=[CH:16][C:15]([CH2:18][CH:19]([C:35]#[N:36])[C:20]([N:22]([CH:32]2[CH2:34][CH2:33]2)[CH2:23][C:24]2[CH:29]=[CH:28][CH:27]=[C:26]([Cl:30])[C:25]=2[Cl:31])=[O:21])=[CH:14][CH:13]=1)(C(C)(C)C)(C)C.[F-].C([N+](CCCC)(CCCC)CCCC)CCC. Product: [C:35]([CH:19]([CH2:18][C:15]1[CH:14]=[CH:13][C:12]([CH2:11][CH2:10][CH2:9][OH:8])=[CH:17][CH:16]=1)[C:20]([N:22]([CH:32]1[CH2:34][CH2:33]1)[CH2:23][C:24]1[CH:29]=[CH:28][CH:27]=[C:26]([Cl:30])[C:25]=1[Cl:31])=[O:21])#[N:36]. The catalyst class is: 1.